Task: Predict the reactants needed to synthesize the given product.. Dataset: Full USPTO retrosynthesis dataset with 1.9M reactions from patents (1976-2016) (1) Given the product [Cl:1][C:2]1[CH:7]=[CH:6][C:5]([O:8][CH3:9])=[CH:4][C:3]=1[C:26]1[CH:21]=[CH:22][C:23]2[N:24]([N:27]=[C:28]([NH2:30])[N:29]=2)[CH:25]=1, predict the reactants needed to synthesize it. The reactants are: [Cl:1][C:2]1[CH:7]=[CH:6][C:5]([O:8][CH3:9])=[CH:4][C:3]=1C1C=CN2N=C(N)N=C2C=1.Br[C:21]1[CH:26]=[CH:25][N:24]2[N:27]=[C:28]([NH2:30])[N:29]=[C:23]2[CH:22]=1. (2) Given the product [Br:15][C:16]1[N:21]=[C:20]([CH:22]([C:2]2[CH:7]=[CH:6][CH:5]=[C:4]([O:8][CH3:9])[N:3]=2)[OH:23])[CH:19]=[CH:18][CH:17]=1, predict the reactants needed to synthesize it. The reactants are: Br[C:2]1[CH:7]=[CH:6][CH:5]=[C:4]([O:8][CH3:9])[N:3]=1.[Li]CCCC.[Br:15][C:16]1[N:21]=[C:20]([CH:22]=[O:23])[CH:19]=[CH:18][CH:17]=1.